This data is from Full USPTO retrosynthesis dataset with 1.9M reactions from patents (1976-2016). The task is: Predict the reactants needed to synthesize the given product. (1) Given the product [CH3:1][O:2][C:3]1[CH:10]=[CH:9][C:6]([CH2:7][Br:11])=[CH:5][CH:4]=1, predict the reactants needed to synthesize it. The reactants are: [CH3:1][O:2][C:3]1[CH:10]=[CH:9][C:6]([CH2:7]O)=[CH:5][CH:4]=1.[BrH:11]. (2) Given the product [CH2:1]([N:8]([CH2:9][CH2:10][C:11]1[CH:16]=[CH:15][C:14]([O:17][CH3:18])=[C:13]([O:19][CH3:20])[CH:12]=1)[CH2:21][CH:22]([CH3:25])[CH3:23])[C:2]1[CH:7]=[CH:6][CH:5]=[CH:4][CH:3]=1, predict the reactants needed to synthesize it. The reactants are: [CH2:1]([NH:8][CH2:9][CH2:10][C:11]1[CH:16]=[CH:15][C:14]([O:17][CH3:18])=[C:13]([O:19][CH3:20])[CH:12]=1)[C:2]1[CH:7]=[CH:6][CH:5]=[CH:4][CH:3]=1.[CH3:21][CH:22]([CH3:25])[CH:23]=O.